Dataset: Catalyst prediction with 721,799 reactions and 888 catalyst types from USPTO. Task: Predict which catalyst facilitates the given reaction. (1) Reactant: C(N(CC)CC)C.O[CH2:9][CH2:10][N:11]1[CH2:16][CH2:15][N:14]([C:17]2[C:26]3[C:21](=[CH:22][CH:23]=[CH:24][CH:25]=3)[CH:20]=[CH:19][N:18]=2)[CH2:13][CH2:12]1.CS([Cl:31])(=O)=O. Product: [Cl:31][CH2:9][CH2:10][N:11]1[CH2:16][CH2:15][N:14]([C:17]2[C:26]3[C:21](=[CH:22][CH:23]=[CH:24][CH:25]=3)[CH:20]=[CH:19][N:18]=2)[CH2:13][CH2:12]1. The catalyst class is: 3. (2) Reactant: [Br:1][C:2]1[CH:9]=[CH:8][C:5]([CH2:6][OH:7])=[CH:4][CH:3]=1.[Si:10](Cl)([C:13]([CH3:16])([CH3:15])[CH3:14])([CH3:12])[CH3:11].N1C=CN=C1. Product: [Br:1][C:2]1[CH:9]=[CH:8][C:5]([CH2:6][O:7][Si:10]([C:13]([CH3:16])([CH3:15])[CH3:14])([CH3:12])[CH3:11])=[CH:4][CH:3]=1. The catalyst class is: 3. (3) Reactant: [C:1](Cl)(=[O:5])/[CH:2]=[CH:3]/[CH3:4].Cl.[CH2:8]([O:10][C:11]([C:13]1[CH:17]=[C:16]([CH2:18][NH:19][CH2:20][C:21]2[CH:26]=[CH:25][C:24]([O:27][C:28]([F:31])([F:30])[F:29])=[CH:23][CH:22]=2)O[CH:14]=1)=[O:12])[CH3:9].C(N(C(C)C)CC)(C)C.CS(O)(=O)=O. Product: [CH2:8]([O:10][C:11]([C:13]1[CH:17]=[C:16]2[C:2](=[C:3]([CH3:4])[CH:14]=1)[C:1](=[O:5])[N:19]([CH2:20][C:21]1[CH:26]=[CH:25][C:24]([O:27][C:28]([F:31])([F:30])[F:29])=[CH:23][CH:22]=1)[CH2:18]2)=[O:12])[CH3:9]. The catalyst class is: 11. (4) Reactant: [NH2:1][CH2:2][C:3]1[CH:4]=[CH:5][C:6]([NH:9][CH2:10][C:11]([C:14]2[CH:19]=[CH:18][C:17]([F:20])=[CH:16][CH:15]=2)([CH3:13])[CH3:12])=[N:7][CH:8]=1.CCN(C(C)C)C(C)C.C(Cl)Cl.[C:33](=[O:37])([O:35][CH3:36])N. Product: [F:20][C:17]1[CH:16]=[CH:15][C:14]([C:11]([CH3:13])([CH3:12])[CH2:10][NH:9][C:6]2[N:7]=[CH:8][C:3]([CH2:2][NH:1][C:33](=[O:37])[O:35][CH3:36])=[CH:4][CH:5]=2)=[CH:19][CH:18]=1. The catalyst class is: 6.